From a dataset of Full USPTO retrosynthesis dataset with 1.9M reactions from patents (1976-2016). Predict the reactants needed to synthesize the given product. (1) Given the product [C:1]([O:5][C:6](=[O:18])[NH:7][CH2:8][C:9]1[CH:14]=[C:13]([Br:15])[C:12]2[O:16][C:21]([N:23]([CH3:25])[CH3:24])=[N:17][C:11]=2[CH:10]=1)([CH3:4])([CH3:2])[CH3:3], predict the reactants needed to synthesize it. The reactants are: [C:1]([O:5][C:6](=[O:18])[NH:7][CH2:8][C:9]1[CH:14]=[C:13]([Br:15])[C:12]([OH:16])=[C:11]([NH2:17])[CH:10]=1)([CH3:4])([CH3:3])[CH3:2].[Cl-].Cl[C:21](=[N+:23]([CH3:25])[CH3:24])Cl. (2) The reactants are: Cl[S:2]([C:5]1[CH:14]=[CH:13][C:8]([C:9]([O:11][CH3:12])=[O:10])=[CH:7][CH:6]=1)(=[O:4])=[O:3].[O:15]1[C:19]2[CH:20]=[C:21]([CH2:24][NH2:25])[CH:22]=[CH:23][C:18]=2[CH:17]=[CH:16]1. Given the product [O:15]1[C:19]2[CH:20]=[C:21]([CH2:24][NH:25][S:2]([C:5]3[CH:14]=[CH:13][C:8]([C:9]([O:11][CH3:12])=[O:10])=[CH:7][CH:6]=3)(=[O:4])=[O:3])[CH:22]=[CH:23][C:18]=2[CH:17]=[CH:16]1, predict the reactants needed to synthesize it. (3) Given the product [Cl:1][C:2]1[CH:7]=[CH:6][CH:5]=[CH:4][C:3]=1[CH2:8][C:9]1[N:18]([CH2:17][CH:14]2[CH2:13][CH2:12][CH2:16][O:15]2)[C:19](=[S:20])[NH:21][N:22]=1, predict the reactants needed to synthesize it. The reactants are: [Cl:1][C:2]1[CH:7]=[CH:6][CH:5]=[CH:4][C:3]=1[CH2:8][C:9](O)=O.[CH2:12]1[CH2:16][O:15][CH:14]([CH2:17][NH:18][C:19]([NH:21][NH2:22])=[S:20])[CH2:13]1. (4) Given the product [CH:12]1[C:11](=[O:18])[C:10]([OH:19])=[CH:9][O:14][C:13]=1[CH2:15][OH:16], predict the reactants needed to synthesize it. The reactants are: C1C(O)=CC=C(O[C@@H:9]2[O:14][C@H:13]([CH2:15][OH:16])[C@@H:12](O)[C@H:11]([OH:18])[C@H:10]2[OH:19])C=1.C(C1C=CC(O)=CC=1O)CCCCC.C([C@H](N)C(O)=O)CC(N[C@H](C(NCC(O)=O)=O)CS)=O.C1C[C@H](C(O)=O)CC[C@H]1CN. (5) The reactants are: [CH2:1]([C:5]1[C:9]([CH:10]=O)=[CH:8][N:7]([C:12]2[CH:17]=[CH:16][C:15]([C:18]([F:21])([F:20])[F:19])=[CH:14][N:13]=2)[N:6]=1)[CH2:2][CH2:3][CH3:4].C(OP([CH2:30][C:31]([O:33][CH2:34][CH3:35])=[O:32])(OCC)=O)C.CN(C)C=O.[H-].[Na+]. Given the product [CH2:1]([C:5]1[C:9](/[CH:10]=[CH:30]/[C:31]([O:33][CH2:34][CH3:35])=[O:32])=[CH:8][N:7]([C:12]2[CH:17]=[CH:16][C:15]([C:18]([F:21])([F:20])[F:19])=[CH:14][N:13]=2)[N:6]=1)[CH2:2][CH2:3][CH3:4], predict the reactants needed to synthesize it. (6) Given the product [Cl:1][C:2]1[CH:24]=[CH:23][C:5]([C:6]([N:8]2[C:16]3[C:11](=[CH:12][C:13]([O:17][CH3:18])=[CH:14][CH:15]=3)[C:10]([CH2:19][C:20]([NH:30][S:27]([C:26]([F:32])([F:31])[F:25])(=[O:29])=[O:28])=[O:21])=[CH:9]2)=[O:7])=[CH:4][CH:3]=1, predict the reactants needed to synthesize it. The reactants are: [Cl:1][C:2]1[CH:24]=[CH:23][C:5]([C:6]([N:8]2[C:16]3[C:11](=[CH:12][C:13]([O:17][CH3:18])=[CH:14][CH:15]=3)[C:10]([CH2:19][C:20](Cl)=[O:21])=[CH:9]2)=[O:7])=[CH:4][CH:3]=1.[F:25][C:26]([F:32])([F:31])[S:27]([NH2:30])(=[O:29])=[O:28].C(Cl)Cl.N1C=CC=CC=1. (7) Given the product [CH2:1]([NH:5][C:6]1[N:14]=[C:13]2[C:9]([N:10]=[C:11]([O:25][CH3:26])[N:12]2[CH2:15][CH2:16][CH2:17][N:18]2[CH2:19][CH2:20][N:21]([CH2:24][CH3:28])[CH2:22][CH2:23]2)=[C:8]([NH2:27])[N:7]=1)[CH2:2][CH2:3][CH3:4], predict the reactants needed to synthesize it. The reactants are: [CH2:1]([NH:5][C:6]1[N:14]=[C:13]2[C:9]([N:10]=[C:11]([O:25][CH3:26])[N:12]2[CH2:15][CH2:16][CH2:17][N:18]2[CH2:23][CH2:22][N:21]([CH3:24])[CH2:20][CH2:19]2)=[C:8]([NH2:27])[N:7]=1)[CH2:2][CH2:3][CH3:4].[CH2:28](NC1N=C2C(N=C(OC)N2CCCCl)=C(N)N=1)CCC.C(N1CCNCC1)C.